Dataset: Forward reaction prediction with 1.9M reactions from USPTO patents (1976-2016). Task: Predict the product of the given reaction. (1) Given the reactants [CH2:1]1[C:7]2[CH:8]=[CH:9][CH:10]=[CH:11][C:6]=2[CH2:5][CH2:4][NH:3][CH2:2]1.CCN(CC)CC.[O:19](C(C(F)(F)F)=O)[C:20]([C:22]([F:25])([F:24])[F:23])=O, predict the reaction product. The product is: [F:23][C:22]([F:25])([F:24])[C:20]([N:3]1[CH2:2][CH2:1][C:7]2[CH:8]=[CH:9][CH:10]=[CH:11][C:6]=2[CH2:5][CH2:4]1)=[O:19]. (2) Given the reactants [C:1]1([CH2:7][CH2:8][C:9]([O:11][CH3:12])=[O:10])[CH:6]=[CH:5][CH:4]=[CH:3][CH:2]=1.[CH2:13](O)[CH2:14][CH2:15]C.C(OC(C)C)(C)C, predict the reaction product. The product is: [C:1]1([CH2:7][CH2:8][C:9]([O:11][CH2:12][CH2:13][CH2:14][CH3:15])=[O:10])[CH:6]=[CH:5][CH:4]=[CH:3][CH:2]=1. (3) Given the reactants [C:1](=[O:15])([O:5][CH2:6][CH2:7][CH2:8][CH2:9][O:10][C:11](=[O:14])[CH:12]=[CH2:13])[O:2][CH2:3]Cl.[C:16]([O-:20])(=[O:19])[CH:17]=[CH2:18].[K+], predict the reaction product. The product is: [C:1](=[O:15])([O:5][CH2:6][CH2:7][CH2:8][CH2:9][O:10][C:11](=[O:14])[CH:12]=[CH2:13])[O:2][CH2:3][O:20][C:16](=[O:19])[CH:17]=[CH2:18]. (4) Given the reactants Cl.[CH2:2]([C:4]1[S:24][C:7]2[N:8]=[C:9]([S:18][CH2:19][C:20]([O:22][CH3:23])=[O:21])[N:10]=[C:11]([N:12]3[CH2:17][CH2:16][NH:15][CH2:14][CH2:13]3)[C:6]=2[CH:5]=1)[CH3:3].C(N(C(C)C)CC)(C)C.[CH2:34]([O:38][C:39]1[CH:47]=[CH:46][C:42]([C:43](O)=[O:44])=[CH:41][CH:40]=1)[CH2:35][CH2:36][CH3:37].CN(C(ON1N=NC2C=CC=NC1=2)=[N+](C)C)C.F[P-](F)(F)(F)(F)F, predict the reaction product. The product is: [CH2:34]([O:38][C:39]1[CH:40]=[CH:41][C:42]([C:43]([N:15]2[CH2:16][CH2:17][N:12]([C:11]3[C:6]4[CH:5]=[C:4]([CH2:2][CH3:3])[S:24][C:7]=4[N:8]=[C:9]([S:18][CH2:19][C:20]([O:22][CH3:23])=[O:21])[N:10]=3)[CH2:13][CH2:14]2)=[O:44])=[CH:46][CH:47]=1)[CH2:35][CH2:36][CH3:37].